Dataset: Full USPTO retrosynthesis dataset with 1.9M reactions from patents (1976-2016). Task: Predict the reactants needed to synthesize the given product. (1) Given the product [Cl:1][C:2]1[N:3]=[C:4]2[CH:12]=[C:11]([Cl:13])[CH:10]=[N:9][C:5]2=[N:6][C:7]=1[N:20]1[CH2:21][CH2:22][N:17]([CH:14]2[CH2:16][CH2:15]2)[CH2:18][CH2:19]1, predict the reactants needed to synthesize it. The reactants are: [Cl:1][C:2]1[N:3]=[C:4]2[CH:12]=[C:11]([Cl:13])[CH:10]=[N:9][C:5]2=[N:6][C:7]=1Cl.[CH:14]1([N:17]2[CH2:22][CH2:21][NH:20][CH2:19][CH2:18]2)[CH2:16][CH2:15]1. (2) The reactants are: [CH3:1][N:2]1[CH2:30][CH2:29][C:5]2[N:6]([CH2:14][C:15]([C:22]3[CH:27]=[CH:26][C:25]([F:28])=[CH:24][CH:23]=3)=[CH:16][C:17]([O:19]CC)=[O:18])[C:7]3[CH:8]=[CH:9][C:10]([CH3:13])=[CH:11][C:12]=3[C:4]=2[CH2:3]1.[OH-].[K+].Cl. Given the product [CH3:1][N:2]1[CH2:30][CH2:29][C:5]2[N:6]([CH2:14]/[C:15](/[C:22]3[CH:23]=[CH:24][C:25]([F:28])=[CH:26][CH:27]=3)=[CH:16]/[C:17]([OH:19])=[O:18])[C:7]3[CH:8]=[CH:9][C:10]([CH3:13])=[CH:11][C:12]=3[C:4]=2[CH2:3]1, predict the reactants needed to synthesize it. (3) The reactants are: [OH:1][C:2]1[S:3][C:4]2[CH:10]=[CH:9][CH:8]=[CH:7][C:5]=2[N:6]=1.C([O-])([O-])=O.[K+].[K+].Br[CH2:18][CH2:19][CH2:20][CH2:21][CH2:22][Cl:23]. Given the product [Cl:23][CH2:22][CH2:21][CH2:20][CH2:19][CH2:18][O:1][C:2]1[S:3][C:4]2[CH:10]=[CH:9][CH:8]=[CH:7][C:5]=2[N:6]=1, predict the reactants needed to synthesize it. (4) Given the product [Br:8][C:6]1[CH:5]=[N:4][CH:3]=[C:2]([N:13]2[CH2:14][CH2:15][C@H:11]([O:10][CH3:9])[CH2:12]2)[CH:7]=1, predict the reactants needed to synthesize it. The reactants are: Br[C:2]1[CH:3]=[N:4][CH:5]=[C:6]([Br:8])[CH:7]=1.[CH3:9][O:10][C@H:11]1[CH2:15][CH2:14][NH:13][CH2:12]1.N1CCC[C@H]1C(O)=O.C([O-])([O-])=O.[K+].[K+]. (5) Given the product [OH:8][C:9]1[CH:10]=[C:11]([O:23][C:24]2[CH:29]=[CH:28][C:27]([S:30]([CH3:33])(=[O:32])=[O:31])=[CH:26][CH:25]=2)[CH:12]=[C:13]2[C:17]=1[NH:16][C:15]([C:18]([O:20][CH2:21][CH3:22])=[O:19])=[CH:14]2, predict the reactants needed to synthesize it. The reactants are: C([O:8][C:9]1[CH:10]=[C:11]([O:23][C:24]2[CH:29]=[CH:28][C:27]([S:30]([CH3:33])(=[O:32])=[O:31])=[CH:26][CH:25]=2)[CH:12]=[C:13]2[C:17]=1[NH:16][C:15]([C:18]([O:20][CH2:21][CH3:22])=[O:19])=[CH:14]2)C1C=CC=CC=1. (6) Given the product [Cl-:16].[Si:1]([O:8][CH2:9][C:10]1[S:11][CH:12]=[C:13]([CH2:15][P+:21]([CH2:22][CH2:23][CH2:24][CH3:25])([CH2:26][CH2:27][CH2:28][CH3:29])[CH2:17][CH2:18][CH2:19][CH3:20])[N:14]=1)([C:4]([CH3:7])([CH3:6])[CH3:5])([CH3:3])[CH3:2], predict the reactants needed to synthesize it. The reactants are: [Si:1]([O:8][CH2:9][C:10]1[S:11][CH:12]=[C:13]([CH2:15][Cl:16])[N:14]=1)([C:4]([CH3:7])([CH3:6])[CH3:5])([CH3:3])[CH3:2].[CH2:17]([P:21]([CH2:26][CH2:27][CH2:28][CH3:29])[CH2:22][CH2:23][CH2:24][CH3:25])[CH2:18][CH2:19][CH3:20]. (7) Given the product [Cl:26][C:27]1[CH:28]=[C:29]([N:33]2[CH2:16][CH2:15][N:13]3[C:11](=[O:12])[C:3]4[CH:4]=[N:5][N:6]([CH2:7][CH:8]([CH3:10])[CH3:9])[C:2]=4[N:1]=[C:35]3[CH2:34]2)[CH:30]=[CH:31][CH:32]=1, predict the reactants needed to synthesize it. The reactants are: [NH2:1][C:2]1[N:6]([CH2:7][CH:8]([CH3:10])[CH3:9])[N:5]=[CH:4][C:3]=1[C:11]([NH2:13])=[O:12].N[C:15]1N(C(C)C)N=C[C:16]=1C(N)=O.[Cl:26][C:27]1[CH:28]=[C:29]([NH:33][CH2:34][CH2:35]O)[CH:30]=[CH:31][CH:32]=1.ClC1C=CC(NCCO)=CC=1.